Regression. Given two drug SMILES strings and cell line genomic features, predict the synergy score measuring deviation from expected non-interaction effect. From a dataset of NCI-60 drug combinations with 297,098 pairs across 59 cell lines. (1) Drug 1: C1CN1P(=S)(N2CC2)N3CC3. Drug 2: CC(C)(C#N)C1=CC(=CC(=C1)CN2C=NC=N2)C(C)(C)C#N. Cell line: NCI-H226. Synergy scores: CSS=-3.57, Synergy_ZIP=6.31, Synergy_Bliss=1.16, Synergy_Loewe=-8.06, Synergy_HSA=-9.20. (2) Drug 1: CC1CCC2CC(C(=CC=CC=CC(CC(C(=O)C(C(C(=CC(C(=O)CC(OC(=O)C3CCCCN3C(=O)C(=O)C1(O2)O)C(C)CC4CCC(C(C4)OC)OCCO)C)C)O)OC)C)C)C)OC. Drug 2: COCCOC1=C(C=C2C(=C1)C(=NC=N2)NC3=CC=CC(=C3)C#C)OCCOC.Cl. Cell line: UACC62. Synergy scores: CSS=10.1, Synergy_ZIP=1.55, Synergy_Bliss=2.73, Synergy_Loewe=5.31, Synergy_HSA=4.84. (3) Cell line: SK-MEL-5. Drug 1: C1CCC(C1)C(CC#N)N2C=C(C=N2)C3=C4C=CNC4=NC=N3. Drug 2: CC1C(C(=O)NC(C(=O)N2CCCC2C(=O)N(CC(=O)N(C(C(=O)O1)C(C)C)C)C)C(C)C)NC(=O)C3=C4C(=C(C=C3)C)OC5=C(C(=O)C(=C(C5=N4)C(=O)NC6C(OC(=O)C(N(C(=O)CN(C(=O)C7CCCN7C(=O)C(NC6=O)C(C)C)C)C)C(C)C)C)N)C. Synergy scores: CSS=-8.56, Synergy_ZIP=12.9, Synergy_Bliss=17.6, Synergy_Loewe=-1.57, Synergy_HSA=-0.633.